From a dataset of Full USPTO retrosynthesis dataset with 1.9M reactions from patents (1976-2016). Predict the reactants needed to synthesize the given product. (1) The reactants are: Cl[S:2]([C:5]1[C:13]2[C:8](=[CH:9][CH:10]=[C:11]([F:14])[CH:12]=2)[N:7]([S:15]([C:18]2[CH:23]=[CH:22][CH:21]=[CH:20][CH:19]=2)(=[O:17])=[O:16])[C:6]=1[C:24]([O:26][CH2:27][CH3:28])=[O:25])(=[O:4])=[O:3].C([N:31]([CH2:34]C)[CH2:32][CH3:33])C.C[CH2:37][O:38][C:39]([CH3:41])=O. Given the product [F:14][C:11]1[CH:12]=[C:13]2[C:8](=[CH:9][CH:10]=1)[N:7]([S:15]([C:18]1[CH:23]=[CH:22][CH:21]=[CH:20][CH:19]=1)(=[O:17])=[O:16])[C:6]([C:24]([O:26][CH2:27][CH3:28])=[O:25])=[C:5]2[S:2]([N:31]([CH2:32][CH2:33][NH:7][S:15]([C:18]1[CH:23]=[CH:41][C:39]([O:38][CH3:37])=[CH:20][CH:19]=1)(=[O:17])=[O:16])[CH3:34])(=[O:4])=[O:3], predict the reactants needed to synthesize it. (2) Given the product [Cl:26][C:27]1[CH:32]=[C:31]([C:33]([F:35])([F:34])[F:36])[CH:30]=[CH:29][C:28]=1[S:37]([N:20]1[CH2:21][CH2:22][CH:17]([N:15]2[C:14](=[O:23])[C:13]([CH3:25])([CH3:24])[C:12]([C:6]3[CH:7]=[CH:8][C:9]([O:10][CH3:11])=[C:4]([O:3][CH3:2])[CH:5]=3)=[N:16]2)[CH2:18][CH2:19]1)(=[O:39])=[O:38], predict the reactants needed to synthesize it. The reactants are: Cl.[CH3:2][O:3][C:4]1[CH:5]=[C:6]([C:12]2[C:13]([CH3:25])([CH3:24])[C:14](=[O:23])[N:15]([CH:17]3[CH2:22][CH2:21][NH:20][CH2:19][CH2:18]3)[N:16]=2)[CH:7]=[CH:8][C:9]=1[O:10][CH3:11].[Cl:26][C:27]1[CH:32]=[C:31]([C:33]([F:36])([F:35])[F:34])[CH:30]=[CH:29][C:28]=1[S:37](Cl)(=[O:39])=[O:38]. (3) Given the product [CH3:13][S:1][C:2]1[O:6][C:5]([C:7]([OH:12])([CH2:10][CH3:11])[CH2:8][CH3:9])=[N:4][N:3]=1, predict the reactants needed to synthesize it. The reactants are: [SH:1][C:2]1[O:6][C:5]([C:7]([OH:12])([CH2:10][CH3:11])[CH2:8][CH3:9])=[N:4][N:3]=1.[C:13](=O)([O-])[O-].[Cs+].[Cs+].CI.C([O-])(=O)C.[NH4+]. (4) Given the product [NH2:16][C:13]1[CH:14]=[CH:15][C:10]2[N:9]=[CH:8][N:7]([CH:4]3[CH2:3][CH2:2][N:1]([CH2:18][C:19]4[CH:20]=[CH:21][C:22]([C:25]([OH:34])([C:26]([F:27])([F:28])[F:29])[C:30]([F:31])([F:32])[F:33])=[CH:23][CH:24]=4)[CH2:6][CH2:5]3)[C:11]=2[CH:12]=1, predict the reactants needed to synthesize it. The reactants are: [NH:1]1[CH2:6][CH2:5][CH:4]([N:7]2[C:11]3[CH:12]=[C:13]([NH2:16])[CH:14]=[CH:15][C:10]=3[N:9]=[CH:8]2)[CH2:3][CH2:2]1.Br[CH2:18][C:19]1[CH:24]=[CH:23][C:22]([C:25]([OH:34])([C:30]([F:33])([F:32])[F:31])[C:26]([F:29])([F:28])[F:27])=[CH:21][CH:20]=1.C(=O)([O-])[O-].[K+].[K+]. (5) Given the product [C:6]([C@@H:4]([C@H:2]([C:1]([OH:10])=[O:9])[OH:3])[OH:5])([OH:8])=[O:7].[OH:11][C:12]([C:56]1[S:57][CH:58]=[CH:59][CH:60]=1)([C:61]1[S:62][CH:63]=[CH:64][CH:65]=1)[C:13]([O:15][C@H:16]1[CH2:21][CH2:20][C@H:19]([N:22]([CH2:24][CH2:25][O:26][C:27](=[O:55])[NH:28][C:29]2[CH:34]=[C:33]([O:35][CH3:36])[C:32]([CH2:37][NH:38][CH2:39][C@H:40]([OH:53])[C:41]3[CH:50]=[CH:49][C:48]([OH:51])=[C:47]4[C:42]=3[CH:43]=[CH:44][C:45](=[O:52])[NH:46]4)=[CH:31][C:30]=2[Cl:54])[CH3:23])[CH2:18][CH2:17]1)=[O:14], predict the reactants needed to synthesize it. The reactants are: [C:1]([OH:10])(=[O:9])[C@@H:2]([C@H:4]([C:6]([OH:8])=[O:7])[OH:5])[OH:3].[OH:11][C:12]([C:61]1[S:62][CH:63]=[CH:64][CH:65]=1)([C:56]1[S:57][CH:58]=[CH:59][CH:60]=1)[C:13]([O:15][C@H:16]1[CH2:21][CH2:20][C@H:19]([N:22]([CH2:24][CH2:25][O:26][C:27](=[O:55])[NH:28][C:29]2[CH:34]=[C:33]([O:35][CH3:36])[C:32]([CH2:37][NH:38][CH2:39][C@H:40]([OH:53])[C:41]3[CH:50]=[CH:49][C:48]([OH:51])=[C:47]4[C:42]=3[CH:43]=[CH:44][C:45](=[O:52])[NH:46]4)=[CH:31][C:30]=2[Cl:54])[CH3:23])[CH2:18][CH2:17]1)=[O:14].